Task: Regression. Given two drug SMILES strings and cell line genomic features, predict the synergy score measuring deviation from expected non-interaction effect.. Dataset: NCI-60 drug combinations with 297,098 pairs across 59 cell lines (1) Drug 1: CCC1=CC2CC(C3=C(CN(C2)C1)C4=CC=CC=C4N3)(C5=C(C=C6C(=C5)C78CCN9C7C(C=CC9)(C(C(C8N6C)(C(=O)OC)O)OC(=O)C)CC)OC)C(=O)OC.C(C(C(=O)O)O)(C(=O)O)O. Drug 2: CCC1=C2CN3C(=CC4=C(C3=O)COC(=O)C4(CC)O)C2=NC5=C1C=C(C=C5)O. Cell line: SF-295. Synergy scores: CSS=60.4, Synergy_ZIP=-5.18, Synergy_Bliss=-1.53, Synergy_Loewe=-0.112, Synergy_HSA=3.06. (2) Drug 1: CC1CCC2CC(C(=CC=CC=CC(CC(C(=O)C(C(C(=CC(C(=O)CC(OC(=O)C3CCCCN3C(=O)C(=O)C1(O2)O)C(C)CC4CCC(C(C4)OC)OCCO)C)C)O)OC)C)C)C)OC. Drug 2: C(=O)(N)NO. Cell line: SR. Synergy scores: CSS=21.0, Synergy_ZIP=2.05, Synergy_Bliss=1.92, Synergy_Loewe=-14.8, Synergy_HSA=0.711. (3) Drug 1: CC1CCCC2(C(O2)CC(NC(=O)CC(C(C(=O)C(C1O)C)(C)C)O)C(=CC3=CSC(=N3)C)C)C. Drug 2: B(C(CC(C)C)NC(=O)C(CC1=CC=CC=C1)NC(=O)C2=NC=CN=C2)(O)O. Cell line: BT-549. Synergy scores: CSS=59.2, Synergy_ZIP=0.656, Synergy_Bliss=0.343, Synergy_Loewe=-1.75, Synergy_HSA=0.712. (4) Drug 1: C1CN(P(=O)(OC1)NCCCl)CCCl. Drug 2: N.N.Cl[Pt+2]Cl. Cell line: UACC62. Synergy scores: CSS=40.3, Synergy_ZIP=-0.799, Synergy_Bliss=-1.94, Synergy_Loewe=-29.6, Synergy_HSA=-1.37. (5) Drug 1: C1CC(C1)(C(=O)O)C(=O)O.[NH2-].[NH2-].[Pt+2]. Drug 2: CC1(CCCN1)C2=NC3=C(C=CC=C3N2)C(=O)N. Cell line: SW-620. Synergy scores: CSS=38.8, Synergy_ZIP=0.752, Synergy_Bliss=5.05, Synergy_Loewe=1.02, Synergy_HSA=4.67. (6) Drug 1: CC(C1=C(C=CC(=C1Cl)F)Cl)OC2=C(N=CC(=C2)C3=CN(N=C3)C4CCNCC4)N. Drug 2: CN(CCCl)CCCl.Cl. Cell line: HCC-2998. Synergy scores: CSS=19.0, Synergy_ZIP=-1.62, Synergy_Bliss=-2.03, Synergy_Loewe=-4.33, Synergy_HSA=-3.65.